Dataset: Full USPTO retrosynthesis dataset with 1.9M reactions from patents (1976-2016). Task: Predict the reactants needed to synthesize the given product. (1) Given the product [C:20]([O:19][C:17]([N:11]1[CH2:12][CH2:13][N:8]([CH2:1][C:2]2[CH:3]=[CH:4][CH:5]=[CH:6][CH:7]=2)[CH2:9][CH:10]1[CH2:14][CH2:15][OH:16])=[O:18])([CH3:23])([CH3:22])[CH3:21], predict the reactants needed to synthesize it. The reactants are: [CH2:1]([N:8]1[CH2:13][CH2:12][NH:11][CH:10]([CH2:14][CH2:15][OH:16])[CH2:9]1)[C:2]1[CH:7]=[CH:6][CH:5]=[CH:4][CH:3]=1.[C:17](O[C:17]([O:19][C:20]([CH3:23])([CH3:22])[CH3:21])=[O:18])([O:19][C:20]([CH3:23])([CH3:22])[CH3:21])=[O:18]. (2) The reactants are: C([O:8][C:9]1[CH:18]=[CH:17][C:16]2[N:15]=[C:14]([NH2:19])[C:13]3[N:20]=[C:21]([CH2:24][CH3:25])[N:22]([CH3:23])[C:12]=3[C:11]=2[CH:10]=1)C1C=CC=CC=1.C(OC1C=CC2C3N(CC(C)C)C(CCC)=NC=3C(N)=NC=2C=1)C1C=CC=CC=1. Given the product [NH2:19][C:14]1[C:13]2[N:20]=[C:21]([CH2:24][CH3:25])[N:22]([CH3:23])[C:12]=2[C:11]2[CH:10]=[C:9]([OH:8])[CH:18]=[CH:17][C:16]=2[N:15]=1, predict the reactants needed to synthesize it. (3) Given the product [O:1]=[C:2]1[NH:7][CH:6]=[CH:5][N:4]([S:8]([C:11]2[CH:17]=[CH:16][C:14]([CH3:15])=[CH:13][CH:12]=2)(=[O:10])=[O:9])[C@@H:3]1[CH2:18][C:19]([NH:22][CH:23]1[CH2:32][CH2:31][CH2:30][C:29]2[N:28]=[C:27]([CH2:33][CH2:34][N:42]3[CH2:38][CH2:37][CH2:36][CH2:41][CH2:40]3)[N:26]=[CH:25][C:24]1=2)=[O:20], predict the reactants needed to synthesize it. The reactants are: [O:1]=[C:2]1[NH:7][CH:6]=[CH:5][N:4]([S:8]([C:11]2[CH:17]=[CH:16][C:14]([CH3:15])=[CH:13][CH:12]=2)(=[O:10])=[O:9])[C@@H:3]1[CH2:18][C:19](O)=[O:20].[NH2:22][CH:23]1[CH2:32][CH2:31][CH2:30][C:29]2[N:28]=[C:27]([CH2:33][CH2:34]O)[N:26]=[CH:25][C:24]1=2.[CH:36]1[CH:37]=[CH:38]C2N(O)N=[N:42][C:40]=2[CH:41]=1.CCN=C=NCCCN(C)C.